From a dataset of Forward reaction prediction with 1.9M reactions from USPTO patents (1976-2016). Predict the product of the given reaction. (1) Given the reactants C(N(CC)CC)C.[F:8][C:9]1[C:14]([F:15])=[CH:13][CH:12]=[CH:11][C:10]=1[C@H:16]1[CH2:22][NH:21][C:20](=[S:23])[C@H:19]([NH:24][C:25](=[O:31])OC(C)(C)C)[CH2:18][CH2:17]1.[O:32]=[C:33]1[NH:41][C:36]2=[N:37][CH:38]=[CH:39][CH:40]=[C:35]2[N:34]1[CH:42]1[CH2:47][CH2:46][N:45](C(Cl)=O)[CH2:44][CH2:43]1, predict the reaction product. The product is: [F:8][C:9]1[C:14]([F:15])=[CH:13][CH:12]=[CH:11][C:10]=1[C@H:16]1[CH2:22][NH:21][C:20](=[S:23])[C@H:19]([NH:24][C:25]([N:45]2[CH2:44][CH2:43][CH:42]([N:34]3[C:35]4[C:36](=[N:37][CH:38]=[CH:39][CH:40]=4)[NH:41][C:33]3=[O:32])[CH2:47][CH2:46]2)=[O:31])[CH2:18][CH2:17]1. (2) Given the reactants [F:1][C:2]1[C:7]([O:8][CH3:9])=[CH:6][C:5]([O:10][CH3:11])=[C:4]([F:12])[C:3]=1[N:13]1[CH2:18][C:17]2[CH:19]=[N:20][C:21]3[NH:25][CH:24]=[CH:23][C:22]=3[C:16]=2[N:15]([CH2:26][CH3:27])[C:14]1=[O:28].[H-].[Na+].[C:31]1([S:37](Cl)(=[O:39])=[O:38])[CH:36]=[CH:35][CH:34]=[CH:33][CH:32]=1, predict the reaction product. The product is: [F:12][C:4]1[C:5]([O:10][CH3:11])=[CH:6][C:7]([O:8][CH3:9])=[C:2]([F:1])[C:3]=1[N:13]1[CH2:18][C:17]2[CH:19]=[N:20][C:21]3[N:25]([S:37]([C:31]4[CH:36]=[CH:35][CH:34]=[CH:33][CH:32]=4)(=[O:39])=[O:38])[CH:24]=[CH:23][C:22]=3[C:16]=2[N:15]([CH2:26][CH3:27])[C:14]1=[O:28]. (3) The product is: [C:16]1([O:22][C:28]([N:13]2[CH2:14][CH2:15][C:10]3[NH:9][N:8]=[C:7]([C:1]4[CH:2]=[CH:3][CH:4]=[CH:5][CH:6]=4)[C:11]=3[CH2:12]2)=[O:29])[CH:21]=[CH:20][CH:19]=[CH:18][CH:17]=1. Given the reactants [C:1]1([C:7]2[C:11]3[CH2:12][NH:13][CH2:14][CH2:15][C:10]=3[NH:9][N:8]=2)[CH:6]=[CH:5][CH:4]=[CH:3][CH:2]=1.[C:16]1([OH:22])[CH:21]=[CH:20][CH:19]=[CH:18][CH:17]=1.C1N=CN([C:28](N2C=NC=C2)=[O:29])C=1.O, predict the reaction product. (4) Given the reactants [F:1][C:2]([F:27])([F:26])[CH2:3][NH:4][C:5]([C:7]1([CH2:21][CH2:22][CH2:23][CH2:24]Br)[C:20]2[CH:19]=[CH:18][CH:17]=[CH:16][C:15]=2[O:14][C:13]2[C:8]1=[CH:9][CH:10]=[CH:11][CH:12]=2)=[O:6].[Cl:28][C:29]1[CH:38]=[CH:37][CH:36]=[C:35]2[C:30]=1[CH:31]=[CH:32][C:33]([N:39]1[CH2:44][C@H:43]([CH3:45])[NH:42][C@H:41]([CH3:46])[CH2:40]1)=[N:34]2, predict the reaction product. The product is: [F:1][C:2]([F:27])([F:26])[CH2:3][NH:4][C:5]([C:7]1([CH2:21][CH2:22][CH2:23][CH2:24][N:42]2[C@H:43]([CH3:45])[CH2:44][N:39]([C:33]3[CH:32]=[CH:31][C:30]4[C:35](=[CH:36][CH:37]=[CH:38][C:29]=4[Cl:28])[N:34]=3)[CH2:40][C@@H:41]2[CH3:46])[C:20]2[CH:19]=[CH:18][CH:17]=[CH:16][C:15]=2[O:14][C:13]2[C:8]1=[CH:9][CH:10]=[CH:11][CH:12]=2)=[O:6]. (5) Given the reactants [Br:1][C:2]1[CH:3]=[CH:4][C:5](I)=[C:6]([CH:9]=1)[C:7]#[N:8].[F:11][C:12]1[CH:17]=[C:16](B(O)O)[CH:15]=[CH:14][N:13]=1.C([O-])([O-])=O.[Na+].[Na+].C1(C)C=CC=CC=1, predict the reaction product. The product is: [Br:1][C:2]1[CH:3]=[CH:4][C:5]([C:16]2[CH:15]=[CH:14][N:13]=[C:12]([F:11])[CH:17]=2)=[C:6]([CH:9]=1)[C:7]#[N:8]. (6) Given the reactants [N:1]1[CH:6]=[CH:5][CH:4]=[CH:3][C:2]=1[C:7](=[S:9])[NH2:8].Br[CH2:11][C:12](=O)[C:13]([O:15][CH2:16][CH3:17])=[O:14], predict the reaction product. The product is: [N:1]1[CH:6]=[CH:5][CH:4]=[CH:3][C:2]=1[C:7]1[S:9][CH:11]=[C:12]([C:13]([O:15][CH2:16][CH3:17])=[O:14])[N:8]=1.